This data is from Forward reaction prediction with 1.9M reactions from USPTO patents (1976-2016). The task is: Predict the product of the given reaction. (1) Given the reactants [CH3:1][O:2][C:3]1[CH:4]=[C:5]([CH2:9][CH2:10][C:11]([NH2:13])=O)[CH:6]=[CH:7][CH:8]=1, predict the reaction product. The product is: [CH3:1][O:2][C:3]1[CH:4]=[C:5]([CH2:9][CH2:10][CH2:11][NH2:13])[CH:6]=[CH:7][CH:8]=1. (2) Given the reactants Cl[C:2]1[CH:7]=[C:6]([C:8]2[CH:13]=[C:12]([Br:14])[CH:11]=[CH:10][C:9]=2[O:15][CH3:16])[N:5]=[C:4]([NH2:17])[N:3]=1.[Cl:18][C:19]1[CH:24]=[CH:23][C:22]([NH2:25])=[CH:21][CH:20]=1, predict the reaction product. The product is: [Br:14][C:12]1[CH:11]=[CH:10][C:9]([O:15][CH3:16])=[C:8]([C:6]2[N:5]=[C:4]([NH2:17])[N:3]=[C:2]([NH:25][C:22]3[CH:23]=[CH:24][C:19]([Cl:18])=[CH:20][CH:21]=3)[CH:7]=2)[CH:13]=1. (3) Given the reactants Br[C:2]1[C:7]([N+:8]([O-])=O)=[CH:6][CH:5]=[C:4]([CH3:11])[N:3]=1.[C:12]1([NH:18][C:19](=O)[CH3:20])[CH:17]=[CH:16][CH:15]=[CH:14][CH:13]=1, predict the reaction product. The product is: [CH3:20][C:19]1[N:18]([C:12]2[CH:17]=[CH:16][CH:15]=[CH:14][CH:13]=2)[C:2]2=[N:3][C:4]([CH3:11])=[CH:5][CH:6]=[C:7]2[N:8]=1. (4) Given the reactants [CH2:1]([O:3][C:4](=[O:22])[CH2:5][CH:6]1[CH2:11][CH2:10][N:9]([C:12]2[CH:17]=[CH:16][C:15]([Cl:18])=[CH:14][C:13]=2[N+:19]([O-])=O)[CH2:8][CH2:7]1)[CH3:2], predict the reaction product. The product is: [CH2:1]([O:3][C:4](=[O:22])[CH2:5][CH:6]1[CH2:11][CH2:10][N:9]([C:12]2[CH:17]=[CH:16][C:15]([Cl:18])=[CH:14][C:13]=2[NH2:19])[CH2:8][CH2:7]1)[CH3:2]. (5) Given the reactants [NH2:1][C:2]1[CH:7]=[C:6](Cl)[N:5]=[C:4]([C:9]2[CH2:10][CH2:11][N:12]([C:15]([O:17][C:18]([CH3:21])([CH3:20])[CH3:19])=[O:16])[CH2:13][CH:14]=2)[CH:3]=1, predict the reaction product. The product is: [NH2:1][C:2]1[CH:7]=[C:6]([C:15]([O:17][CH3:18])=[O:16])[N:5]=[C:4]([C:9]2[CH2:10][CH2:11][N:12]([C:15]([O:17][C:18]([CH3:21])([CH3:20])[CH3:19])=[O:16])[CH2:13][CH:14]=2)[CH:3]=1.